The task is: Predict the reactants needed to synthesize the given product.. This data is from Retrosynthesis with 50K atom-mapped reactions and 10 reaction types from USPTO. (1) Given the product O=C(O)c1cnc(CCOC2CCCCO2)cn1, predict the reactants needed to synthesize it. The reactants are: COC(=O)c1cnc(CCOC2CCCCO2)cn1. (2) Given the product COc1c(N2CCC(NC3CCN(C(=O)OC(C)(C)C)CC3)CC2)c(F)cc2c(=O)c(C(=O)O)cn(C3CC3)c12, predict the reactants needed to synthesize it. The reactants are: CC(C)(C)OC(=O)N1CCC(NC2CCNCC2)CC1.COc1c(F)c(F)cc2c(=O)c(C(=O)O)cn(C3CC3)c12. (3) Given the product Cc1cc(/C(C[C@H](c2ccc(C3CN(C(=O)OC(C)(C)C)C3)cc2)c2ccccc2C)=N/O)ccn1, predict the reactants needed to synthesize it. The reactants are: Cc1cc(C(=O)C[C@H](c2ccc(C3CN(C(=O)OC(C)(C)C)C3)cc2)c2ccccc2C)ccn1.NO. (4) Given the product COc1cc(-c2ccc(Nc3ccc(C(=O)NCc4cccnc4)cc3)c3ncnn23)ccn1, predict the reactants needed to synthesize it. The reactants are: COc1cc(B(O)O)ccn1.O=C(NCc1cccnc1)c1ccc(Nc2ccc(Cl)n3ncnc23)cc1.